From a dataset of Reaction yield outcomes from USPTO patents with 853,638 reactions. Predict the reaction yield, written as a fraction of the theoretical maximum amount of product (1.0 means a 100% yield; for example, 0.34 means a 34% yield). The reactants are [CH:1]([C:4]1[CH:9]=[CH:8][C:7]([CH:10]2[C:14]3[C:15]([CH3:22])=[C:16]([NH2:21])[C:17]([CH3:20])=[C:18]([CH3:19])[C:13]=3[O:12][C:11]2([CH3:24])[CH3:23])=[CH:6][CH:5]=1)([CH3:3])[CH3:2].[CH3:25][O:26][C:27]1[CH:35]=[CH:34][C:30]([C:31](Cl)=[O:32])=[CH:29][CH:28]=1. The catalyst is C(OCC)(=O)C.CCCCCC. The product is [CH:1]([C:4]1[CH:9]=[CH:8][C:7]([CH:10]2[C:14]3[C:15]([CH3:22])=[C:16]([NH:21][C:31](=[O:32])[C:30]4[CH:34]=[CH:35][C:27]([O:26][CH3:25])=[CH:28][CH:29]=4)[C:17]([CH3:20])=[C:18]([CH3:19])[C:13]=3[O:12][C:11]2([CH3:24])[CH3:23])=[CH:6][CH:5]=1)([CH3:3])[CH3:2]. The yield is 0.420.